Dataset: Full USPTO retrosynthesis dataset with 1.9M reactions from patents (1976-2016). Task: Predict the reactants needed to synthesize the given product. (1) Given the product [C:30]([C:18]1[CH:19]=[CH:20][C:15]([CH2:14][CH:7]([C:1]2[CH:6]=[CH:5][CH:4]=[CH:3][CH:2]=2)[CH2:8][C:9]([O:11][CH2:12][CH3:13])=[O:10])=[CH:16][CH:17]=1)([OH:32])=[O:31], predict the reactants needed to synthesize it. The reactants are: [C:1]1([CH:7]([CH2:14][C:15]2[CH:20]=[CH:19][C:18](OS(C(F)(F)F)(=O)=O)=[CH:17][CH:16]=2)[CH2:8][C:9]([O:11][CH2:12][CH3:13])=[O:10])[CH:6]=[CH:5][CH:4]=[CH:3][CH:2]=1.C[C:30]([O-:32])=[O:31].[K+]. (2) Given the product [Br:1][C:2]1[CH:3]=[CH:4][C:5]([N:11]2[CH2:16][CH2:15][CH2:14][CH2:13][CH2:12]2)=[C:6]([CH:9]=1)[C:7]#[N:8], predict the reactants needed to synthesize it. The reactants are: [Br:1][C:2]1[CH:3]=[CH:4][C:5](F)=[C:6]([CH:9]=1)[C:7]#[N:8].[NH:11]1[CH2:16][CH2:15][CH2:14][CH2:13][CH2:12]1.C(=O)([O-])[O-].[Cs+].[Cs+]. (3) Given the product [CH3:24][O:25][C:26]([C:28]1[CH:29]2[N:44]([C:45]([O:47][C:48]([CH3:51])([CH3:49])[CH3:50])=[O:46])[CH:33]([CH2:34][C:35]=1[C:10]1[S:9][C:8]([O:7][CH2:6][CH2:5][O:4][C:3]3[C:13]([Cl:18])=[CH:14][C:15]([CH3:17])=[CH:16][C:2]=3[Cl:1])=[N:12][CH:11]=1)[CH2:32][N:31]([C:52]([O:54][C:55]([CH3:58])([CH3:57])[CH3:56])=[O:53])[CH2:30]2)=[O:27], predict the reactants needed to synthesize it. The reactants are: [Cl:1][C:2]1[CH:16]=[C:15]([CH3:17])[CH:14]=[C:13]([Cl:18])[C:3]=1[O:4][CH2:5][CH2:6][O:7][C:8]1[S:9][CH:10]=[CH:11][N:12]=1.[Li]CCCC.[CH3:24][O:25][C:26]([C:28]1[CH:29]2[N:44]([C:45]([O:47][C:48]([CH3:51])([CH3:50])[CH3:49])=[O:46])[CH:33]([CH2:34][C:35]=1OS(C(F)(F)F)(=O)=O)[CH2:32][N:31]([C:52]([O:54][C:55]([CH3:58])([CH3:57])[CH3:56])=[O:53])[CH2:30]2)=[O:27].[NH4+].[Cl-].